Dataset: Forward reaction prediction with 1.9M reactions from USPTO patents (1976-2016). Task: Predict the product of the given reaction. (1) Given the reactants C([O:3][C:4](=[O:11])[C:5]([CH3:10])=[CH:6][CH:7]([CH3:9])[CH3:8])C.[OH-].[K+], predict the reaction product. The product is: [CH3:10][C:5](=[CH:6][CH:7]([CH3:9])[CH3:8])[C:4]([OH:11])=[O:3]. (2) Given the reactants C1(P(=O)(C2C=CC=CC=2)C2C=CC=CC=2)C=CC=CC=1.FC(F)(F)S(OS(C(F)(F)F)(=O)=O)(=O)=O.C([S:43][CH:44]([CH2:69][N:70]1[CH2:75][CH2:74][S:73](=[O:77])(=[O:76])[CH2:72][CH2:71]1)[CH2:45][NH:46][C:47]([C:49]1[NH:50][C:51]2[C:56]([CH:57]=1)=[CH:55][CH:54]=[CH:53][C:52]=2[N:58]([CH3:68])[S:59]([C:62]1[CH:67]=[CH:66][CH:65]=[CH:64][N:63]=1)(=[O:61])=[O:60])=O)C1C=CC=CC=1, predict the reaction product. The product is: [O:77]=[S:73]1(=[O:76])[CH2:72][CH2:71][N:70]([CH2:69][CH:44]2[S:43][C:47]([C:49]3[NH:50][C:51]4[C:56]([CH:57]=3)=[CH:55][CH:54]=[CH:53][C:52]=4[N:58]([CH3:68])[S:59]([C:62]3[CH:67]=[CH:66][CH:65]=[CH:64][N:63]=3)(=[O:60])=[O:61])=[N:46][CH2:45]2)[CH2:75][CH2:74]1. (3) The product is: [CH2:1]([N:8]1[CH2:13][CH2:12][N:11]([C:14](=[O:19])[CH2:15][CH2:16][CH2:17][CH3:18])[CH2:10][CH2:9]1)[C:2]1[CH:3]=[CH:4][CH:5]=[CH:6][CH:7]=1. Given the reactants [CH2:1]([N:8]1[CH2:13][CH2:12][NH:11][CH2:10][CH2:9]1)[C:2]1[CH:7]=[CH:6][CH:5]=[CH:4][CH:3]=1.[C:14](Cl)(=[O:19])[CH2:15][CH2:16][CH2:17][CH3:18].C(N(CC)CC)C, predict the reaction product. (4) The product is: [CH3:25][O:26][C:27]1[CH:34]=[CH:33][C:30]([CH2:31][O:1][C:2]2[CH:9]=[C:8]([O:10][CH2:11][CH2:12][C:13]3[N:14]=[C:15]([C:19]4[CH:24]=[CH:23][CH:22]=[CH:21][CH:20]=4)[O:16][C:17]=3[CH3:18])[CH:7]=[CH:6][C:3]=2[CH:4]=[O:5])=[CH:29][CH:28]=1. Given the reactants [OH:1][C:2]1[CH:9]=[C:8]([O:10][CH2:11][CH2:12][C:13]2[N:14]=[C:15]([C:19]3[CH:24]=[CH:23][CH:22]=[CH:21][CH:20]=3)[O:16][C:17]=2[CH3:18])[CH:7]=[CH:6][C:3]=1[CH:4]=[O:5].[CH3:25][O:26][C:27]1[CH:34]=[CH:33][C:30]([CH2:31]Cl)=[CH:29][CH:28]=1.[OH-].[K+], predict the reaction product.